Dataset: Catalyst prediction with 721,799 reactions and 888 catalyst types from USPTO. Task: Predict which catalyst facilitates the given reaction. (1) Reactant: C(Cl)(=O)C(Cl)=O.CS(C)=O.[OH:11][CH:12]1[CH2:15][CH:14]([C:16]([O:18][CH3:19])=[O:17])[CH2:13]1. Product: [O:11]=[C:12]1[CH2:15][CH:14]([C:16]([O:18][CH3:19])=[O:17])[CH2:13]1. The catalyst class is: 2. (2) Reactant: [H-].[H-].[H-].[H-].[Li+].[Al+3].[NH2:7][C:8]1[C:9]2[N:10]([C:14]([C@@H:18]3[CH2:26][CH2:25][C@@H:24]4[N:20]([C:21](=O)[CH2:22][CH2:23]4)[CH2:19]3)=[N:15][C:16]=2[Br:17])[CH:11]=[CH:12][N:13]=1. The catalyst class is: 1. Product: [Br:17][C:16]1[N:15]=[C:14]([C@@H:18]2[CH2:26][CH2:25][C@@H:24]3[N:20]([CH2:21][CH2:22][CH2:23]3)[CH2:19]2)[N:10]2[CH:11]=[CH:12][N:13]=[C:8]([NH2:7])[C:9]=12. (3) Reactant: F[C:2]1[CH:7]=[CH:6][C:5]([Mg]Br)=[CH:4][CH:3]=1.[F:10]C1C=CC(Br)=CC=1.[Mg].[Br:19][C:20]1[CH:21]=[C:22]2[C:27](=[CH:28][CH:29]=1)[C:25](=[O:26])[O:24][CH2:23]2. Product: [OH:24][CH2:23][C:22]1[CH2:21][C:20]([Br:19])([F:10])[CH:29]=[CH:28][C:27]=1[C:25]([C:2]1[CH:7]=[CH:6][CH:5]=[CH:4][CH:3]=1)=[O:26]. The catalyst class is: 469. (4) Product: [Br:1][C:2]1[C:7]([NH2:8])=[N:6][CH:5]=[C:4]([N:11]2[CH2:12][CH2:13][O:14][CH2:15][CH2:16]2)[CH:3]=1. Reactant: [Br:1][C:2]1[CH:3]=[C:4]([N:11]2[CH2:16][CH2:15][O:14][CH2:13][CH2:12]2)[CH:5]=[N:6][C:7]=1[N+:8]([O-])=O.O.Cl[Sn]Cl. The catalyst class is: 271. (5) Reactant: [NH2:1][C:2]1[CH:7]=[CH:6][C:5]([Cl:8])=[CH:4][C:3]=1[C@@:9]([OH:19])([C:14]#[C:15][CH:16]1[CH2:18][CH2:17]1)[C:10]([F:13])([F:12])[F:11].Cl[C:21](Cl)([O:23]C(=O)OC(Cl)(Cl)Cl)Cl.C(=O)(O)[O-].[K+]. Product: [CH:6]1[C:5]([Cl:8])=[CH:4][C:3]2[C@:9]([C:10]([F:13])([F:11])[F:12])([C:14]#[C:15][CH:16]3[CH2:18][CH2:17]3)[O:19][C:21]([NH:1][C:2]=2[CH:7]=1)=[O:23]. The catalyst class is: 11. (6) Reactant: [H-].[Na+].[CH3:3][C:4]1[C:10]([CH3:11])=[CH:9][C:7]([NH2:8])=[C:6]([N+:12]([O-:14])=[O:13])[CH:5]=1.Br[CH2:16][CH2:17][CH2:18][C:19]1[CH:20]=[N:21][CH:22]=[CH:23][CH:24]=1. Product: [CH3:3][C:4]1[C:10]([CH3:11])=[CH:9][C:7]([NH:8][CH2:16][CH2:17][CH2:18][C:19]2[CH:20]=[N:21][CH:22]=[CH:23][CH:24]=2)=[C:6]([N+:12]([O-:14])=[O:13])[CH:5]=1. The catalyst class is: 3. (7) Reactant: [F:1][C:2]1[CH:10]=[CH:9][C:8]([N+:11]([O-:13])=[O:12])=[CH:7][C:3]=1[C:4]([OH:6])=[O:5].O1CCC[CH2:15]1.CN(C)C=O.C(Cl)(=O)C(Cl)=O. Product: [F:1][C:2]1[CH:10]=[CH:9][C:8]([N+:11]([O-:13])=[O:12])=[CH:7][C:3]=1[C:4]([O:6][CH3:15])=[O:5]. The catalyst class is: 5. (8) Reactant: [I:1][C:2]1[CH:3]=[N:4][NH:5][CH:6]=1.C(=O)([O-])[O-].[Cs+].[Cs+].CN(C=O)C.O([CH2:26][C:27]([F:30])([F:29])[F:28])S(C(F)(F)F)(=O)=O. Product: [I:1][C:2]1[CH:3]=[N:4][N:5]([CH2:26][C:27]([F:30])([F:29])[F:28])[CH:6]=1. The catalyst class is: 6.